From a dataset of Reaction yield outcomes from USPTO patents with 853,638 reactions. Predict the reaction yield, written as a fraction of the theoretical maximum amount of product (1.0 means a 100% yield; for example, 0.34 means a 34% yield). (1) The reactants are [NH2:1][C:2]1[N:7]=[CH:6][C:5]([OH:8])=[CH:4][CH:3]=1.CC([O-])(C)C.[K+].Cl[C:16]1[CH:21]=[CH:20][N:19]=[C:18]([C:22]([NH2:24])=[O:23])[CH:17]=1. The catalyst is CN(C=O)C.CCOC(C)=O.O. The product is [NH2:1][C:2]1[N:7]=[CH:6][C:5]([O:8][C:16]2[CH:21]=[CH:20][N:19]=[C:18]([C:22]([NH2:24])=[O:23])[CH:17]=2)=[CH:4][CH:3]=1. The yield is 0.500. (2) The reactants are [N:1]1([CH2:6][CH2:7][O:8][C:9]2[CH:10]=[C:11]3[C:16](=[CH:17][CH:18]=2)[C:15](=[O:19])[CH2:14][CH2:13][CH2:12]3)[CH:5]=[CH:4][N:3]=[CH:2]1.C(Cl)[Cl:21]. The catalyst is [OH-].[K+].CCO. The product is [ClH:21].[CH:11]1(/[CH:12]=[C:14]2/[C:15](=[O:19])[C:16]3[C:11]([CH2:12][CH2:13]/2)=[CH:10][C:9]([O:8][CH2:7][CH2:6][N:1]2[CH:5]=[CH:4][N:3]=[CH:2]2)=[CH:18][CH:17]=3)[CH2:16][CH2:17][CH2:18][CH2:9][CH2:10]1. The yield is 0.100. (3) The reactants are [N+:1]([C:4]1[CH:15]=[CH:14][C:7]([O:8][CH2:9][C:10]([O:12]C)=[O:11])=[CH:6][CH:5]=1)([O-:3])=[O:2]. The catalyst is Cl. The product is [N+:1]([C:4]1[CH:5]=[CH:6][C:7]([O:8][CH2:9][C:10]([OH:12])=[O:11])=[CH:14][CH:15]=1)([O-:3])=[O:2]. The yield is 0.921. (4) The reactants are [CH2:1]([O:3][C:4]([C:6]1[CH:7]=[N:8][N:9]([C:11]2[N:15]([CH2:16][O:17][CH2:18][CH2:19][O:20][CH3:21])[C:14]3[CH:22]=[C:23]([S:30][CH3:31])[C:24]([C:26]([F:29])([F:28])[F:27])=[CH:25][C:13]=3[N:12]=2)[CH:10]=1)=[O:5])[CH3:2].CO.[OH:34]OS([O-])=O.[K+].S([O-])(O[O-])(=O)=O.[K+].[K+]. The catalyst is O.CCOC(C)=O. The product is [CH2:1]([O:3][C:4]([C:6]1[CH:7]=[N:8][N:9]([C:11]2[N:15]([CH2:16][O:17][CH2:18][CH2:19][O:20][CH3:21])[C:14]3[CH:22]=[C:23]([S:30]([CH3:31])=[O:34])[C:24]([C:26]([F:29])([F:27])[F:28])=[CH:25][C:13]=3[N:12]=2)[CH:10]=1)=[O:5])[CH3:2]. The yield is 0.800. (5) The reactants are [NH2:1][C:2]1[CH:7]=[CH:6][C:5]([C@@H:8]([CH2:13][CH3:14])[C:9]([O:11][CH3:12])=[O:10])=[C:4]([CH2:15][N:16]([CH3:58])[C:17](=[O:57])[CH:18]([NH:30][C:31]2[CH:32]=[C:33]3[C:38](=[CH:39][CH:40]=2)[C:37]([N:41]([C:49]([O:51][C:52]([CH3:55])([CH3:54])[CH3:53])=[O:50])[C:42]([O:44][C:45]([CH3:48])([CH3:47])[CH3:46])=[O:43])=[N:36][CH:35]=[C:34]3[F:56])[C:19]2[CH:24]=[CH:23][C:22]([C@@H:25]([CH3:28])[CH2:26][OH:27])=[C:21]([CH3:29])[CH:20]=2)[CH:3]=1.[C:59](Cl)(Cl)=[O:60]. The catalyst is C(#N)C.ClCCl. The product is [C:52]([O:51][C:49]([N:41]([C:42]([O:44][C:45]([CH3:48])([CH3:46])[CH3:47])=[O:43])[C:37]1[C:38]2[C:33](=[CH:32][C:31]([NH:30][C@H:18]3[C:17](=[O:57])[N:16]([CH3:58])[CH2:15][C:4]4[CH:3]=[C:2]([CH:7]=[CH:6][C:5]=4[C@@H:8]([CH2:13][CH3:14])[C:9]([O:11][CH3:12])=[O:10])[NH:1][C:59](=[O:60])[O:27][CH2:26][C@H:25]([CH3:28])[C:22]4[CH:23]=[CH:24][C:19]3=[CH:20][C:21]=4[CH3:29])=[CH:40][CH:39]=2)[C:34]([F:56])=[CH:35][N:36]=1)=[O:50])([CH3:55])([CH3:54])[CH3:53]. The yield is 0.473. (6) The reactants are [F:1][CH:2]([F:23])[O:3][C:4]1[CH:9]=[CH:8][C:7]([C:10]2[CH:18]=[CH:17][CH:16]=[C:15]3[C:11]=2[CH2:12][CH2:13][C:14]3=[O:19])=[C:6]([OH:20])[C:5]=1[O:21][CH3:22].C(=O)([O-])[O-].[K+].[K+].[CH2:30](Br)[CH2:31][CH3:32]. The catalyst is C(#N)C. The product is [F:1][CH:2]([F:23])[O:3][C:4]1[CH:9]=[CH:8][C:7]([C:10]2[CH:18]=[CH:17][CH:16]=[C:15]3[C:11]=2[CH2:12][CH2:13][C:14]3=[O:19])=[C:6]([O:20][CH2:30][CH2:31][CH3:32])[C:5]=1[O:21][CH3:22]. The yield is 0.333. (7) The reactants are N1C(Cl)=NC(Cl)=NC=1[Cl:3].CN(C)C=O.[Br:15][C:16]1[C:23]([O:24][CH2:25][CH3:26])=[C:22]([CH:27](O)[CH3:28])[CH:21]=[C:20]([Cl:30])[C:17]=1[C:18]#[N:19].C(Cl)Cl. No catalyst specified. The product is [Br:15][C:16]1[C:23]([O:24][CH2:25][CH3:26])=[C:22]([CH:27]([Cl:3])[CH3:28])[CH:21]=[C:20]([Cl:30])[C:17]=1[C:18]#[N:19]. The yield is 0.750. (8) The reactants are [CH3:1][N:2]1[C:6]([CH3:7])=[C:5]([CH:8]=O)[CH:4]=[N:3]1.[H-].[Na+].C(OP([CH2:20][C:21]([O:23][CH2:24][CH3:25])=[O:22])(OCC)=O)C.CN(C)C=O. The catalyst is O. The product is [CH3:1][N:2]1[C:6]([CH3:7])=[C:5](/[CH:8]=[CH:20]/[C:21]([O:23][CH2:24][CH3:25])=[O:22])[CH:4]=[N:3]1. The yield is 0.490. (9) The reactants are [C:1]1([S:7]([NH:10][C:11]2[CH:12]=[C:13]([C:17]3[CH:18]=[CH:19][C:20]4[N:21]=[CH:22][N:23]=[C:24]([O:27][CH:28]5[CH2:33][CH2:32][N:31](C(OC(C)(C)C)=O)[CH2:30][CH2:29]5)[C:25]=4[N:26]=3)[CH:14]=[N:15][CH:16]=2)(=[O:9])=[O:8])[CH:6]=[CH:5][CH:4]=[CH:3][CH:2]=1.C(O)(C(F)(F)F)=O. The catalyst is C(Cl)Cl. The product is [NH:31]1[CH2:32][CH2:33][CH:28]([O:27][C:24]2[C:25]3[N:26]=[C:17]([C:13]4[CH:12]=[C:11]([NH:10][S:7]([C:1]5[CH:6]=[CH:5][CH:4]=[CH:3][CH:2]=5)(=[O:8])=[O:9])[CH:16]=[N:15][CH:14]=4)[CH:18]=[CH:19][C:20]=3[N:21]=[CH:22][N:23]=2)[CH2:29][CH2:30]1. The yield is 1.00.